Dataset: Catalyst prediction with 721,799 reactions and 888 catalyst types from USPTO. Task: Predict which catalyst facilitates the given reaction. (1) Reactant: O[Li:2].O.C([O:6][C:7]([C:9]1[O:10][C:11]([C:14]2[CH:15]=[N:16][CH:17]=[CH:18][CH:19]=2)=[CH:12][N:13]=1)=[O:8])C.CO. Product: [N:16]1[CH:17]=[CH:18][CH:19]=[C:14]([C:11]2[O:10][C:9]([C:7]([O-:8])=[O:6])=[N:13][CH:12]=2)[CH:15]=1.[Li+:2]. The catalyst class is: 90. (2) Reactant: O=[C:2]([N:11]1[CH2:15][CH2:14][CH2:13][CH2:12]1)[CH2:3][C:4]1[CH:10]=[CH:9][C:7]([NH2:8])=[CH:6][CH:5]=1.[H-].[Al+3].[Li+].[H-].[H-].[H-].O.[OH-].[Na+]. Product: [N:11]1([CH2:2][CH2:3][C:4]2[CH:5]=[CH:6][C:7]([NH2:8])=[CH:9][CH:10]=2)[CH2:15][CH2:14][CH2:13][CH2:12]1. The catalyst class is: 7. (3) Reactant: [N:1]([CH2:4][C:5]1[CH:10]=[CH:9][C:8]([C:11]2[N:15]=[CH:14][N:13]([C:16]3[CH:21]=[CH:20][C:19]([O:22][C:23]([F:29])([F:28])[C:24]([F:27])([F:26])[F:25])=[CH:18][CH:17]=3)[N:12]=2)=[CH:7][CH:6]=1)=[N+]=[N-]. Product: [F:29][C:23]([F:28])([O:22][C:19]1[CH:20]=[CH:21][C:16]([N:13]2[CH:14]=[N:15][C:11]([C:8]3[CH:9]=[CH:10][C:5]([CH2:4][NH2:1])=[CH:6][CH:7]=3)=[N:12]2)=[CH:17][CH:18]=1)[C:24]([F:27])([F:26])[F:25]. The catalyst class is: 78.